Dataset: NCI-60 drug combinations with 297,098 pairs across 59 cell lines. Task: Regression. Given two drug SMILES strings and cell line genomic features, predict the synergy score measuring deviation from expected non-interaction effect. (1) Drug 1: C1=C(C(=O)NC(=O)N1)N(CCCl)CCCl. Drug 2: C1=NC2=C(N1)C(=S)N=CN2. Cell line: SF-295. Synergy scores: CSS=33.9, Synergy_ZIP=-6.23, Synergy_Bliss=-6.16, Synergy_Loewe=-7.53, Synergy_HSA=-3.06. (2) Drug 1: C1=CC(=CC=C1C#N)C(C2=CC=C(C=C2)C#N)N3C=NC=N3. Drug 2: C1C(C(OC1N2C=NC3=C2NC=NCC3O)CO)O. Cell line: MDA-MB-435. Synergy scores: CSS=2.40, Synergy_ZIP=5.27, Synergy_Bliss=10.3, Synergy_Loewe=3.13, Synergy_HSA=3.82. (3) Drug 1: CC1CCC2CC(C(=CC=CC=CC(CC(C(=O)C(C(C(=CC(C(=O)CC(OC(=O)C3CCCCN3C(=O)C(=O)C1(O2)O)C(C)CC4CCC(C(C4)OC)O)C)C)O)OC)C)C)C)OC. Drug 2: B(C(CC(C)C)NC(=O)C(CC1=CC=CC=C1)NC(=O)C2=NC=CN=C2)(O)O. Cell line: HCT116. Synergy scores: CSS=90.6, Synergy_ZIP=0.438, Synergy_Bliss=3.20, Synergy_Loewe=3.52, Synergy_HSA=4.17. (4) Drug 1: CC12CCC3C(C1CCC2=O)CC(=C)C4=CC(=O)C=CC34C. Drug 2: COC1=C2C(=CC3=C1OC=C3)C=CC(=O)O2. Cell line: A549. Synergy scores: CSS=19.9, Synergy_ZIP=3.58, Synergy_Bliss=-2.49, Synergy_Loewe=-0.646, Synergy_HSA=-1.01. (5) Drug 1: C1CN1C2=NC(=NC(=N2)N3CC3)N4CC4. Drug 2: C1=CC(=CC=C1CC(C(=O)O)N)N(CCCl)CCCl.Cl. Cell line: SW-620. Synergy scores: CSS=40.1, Synergy_ZIP=-6.85, Synergy_Bliss=-3.73, Synergy_Loewe=-1.30, Synergy_HSA=1.00. (6) Drug 1: CC1=C2C(C(=O)C3(C(CC4C(C3C(C(C2(C)C)(CC1OC(=O)C(C(C5=CC=CC=C5)NC(=O)OC(C)(C)C)O)O)OC(=O)C6=CC=CC=C6)(CO4)OC(=O)C)OC)C)OC. Drug 2: C1=CN(C(=O)N=C1N)C2C(C(C(O2)CO)O)O.Cl. Cell line: SF-295. Synergy scores: CSS=56.7, Synergy_ZIP=10.2, Synergy_Bliss=10.3, Synergy_Loewe=11.5, Synergy_HSA=13.6. (7) Drug 1: CN1C(=O)N2C=NC(=C2N=N1)C(=O)N. Drug 2: C1CN(CCN1C(=O)CCBr)C(=O)CCBr. Cell line: SN12C. Synergy scores: CSS=5.53, Synergy_ZIP=-6.10, Synergy_Bliss=-2.53, Synergy_Loewe=-9.02, Synergy_HSA=-3.37.